Task: Regression/Classification. Given a drug SMILES string, predict its absorption, distribution, metabolism, or excretion properties. Task type varies by dataset: regression for continuous measurements (e.g., permeability, clearance, half-life) or binary classification for categorical outcomes (e.g., BBB penetration, CYP inhibition). Dataset: cyp2c19_veith.. Dataset: CYP2C19 inhibition data for predicting drug metabolism from PubChem BioAssay (1) The compound is Cc1noc(C)c1-c1nc(NCCN2CCOCC2)c2ccccc2n1. The result is 1 (inhibitor). (2) The molecule is CC(C)CCNC(=O)CN(C(=O)Cn1nnc(-c2ccccc2F)n1)c1cccc2c1CCCC2. The result is 1 (inhibitor). (3) The compound is c1csc(CNc2ncncc2-c2ccoc2)c1. The result is 1 (inhibitor). (4) The drug is CC(=O)NCCNc1ncncc1-c1ccccc1C. The result is 0 (non-inhibitor). (5) The compound is N[C@@H](Cc1cnc[nH]1)C(=O)O. The result is 0 (non-inhibitor). (6) The compound is O=C(NNC(=O)C1COc2ccccc2O1)c1ccccc1. The result is 1 (inhibitor).